From a dataset of Catalyst prediction with 721,799 reactions and 888 catalyst types from USPTO. Predict which catalyst facilitates the given reaction. (1) Reactant: Cl.[NH2:2][OH:3].[CH2:4]([C:8]1[C:15]([CH3:16])=[CH:14][C:11]([C:12]#[N:13])=[CH:10][N:9]=1)[CH:5]([CH3:7])[CH3:6]. Product: [OH:3][NH:2][C:12](=[NH:13])[C:11]1[CH:14]=[C:15]([CH3:16])[C:8]([CH2:4][CH:5]([CH3:6])[CH3:7])=[N:9][CH:10]=1. The catalyst class is: 5. (2) Reactant: C1C=CN=CC=1.[FH:7].[CH3:8][O:9][C:10]1[C:11]([N+:18]([O-:20])=[O:19])=[CH:12][C:13]([CH3:17])=[C:14](N)[CH:15]=1.N([O-])=O.[Na+]. Product: [F:7][C:14]1[CH:15]=[C:10]([O:9][CH3:8])[C:11]([N+:18]([O-:20])=[O:19])=[CH:12][C:13]=1[CH3:17]. The catalyst class is: 17. (3) Reactant: [C:1]([N:4]1[CH2:9][CH2:8][NH:7][CH2:6][CH2:5]1)(=[O:3])[CH3:2].Br[CH2:11][CH2:12][OH:13].C(=O)([O-])[O-].[K+].[K+]. Product: [C:1]([N:4]1[CH2:9][CH2:8][N:7]([CH2:11][CH2:12][OH:13])[CH2:6][CH2:5]1)(=[O:3])[CH3:2]. The catalyst class is: 10. (4) Reactant: C[C:2]1[CH:7]=[CH:6][C:5]([NH:8][C:9]2[N:14]=[C:13]([C:15]3[CH:16]=[N:17][CH:18]=[CH:19][CH:20]=3)[CH:12]=[CH:11][N:10]=2)=[CH:4][C:3]=1[NH2:21].C[O:23][C:24](=O)[C:25]1[CH:30]=[CH:29][C:28]([CH2:31][N:32]2[CH2:37][CH2:36][N:35]([CH3:38])[CH2:34][CH2:33]2)=[CH:27][CH:26]=1.[O-][CH2:41]C.[Na+]. Product: [CH3:41][C:6]1[CH:7]=[CH:2][C:3]([NH:21][C:24]([C:25]2[CH:30]=[CH:29][C:28]([CH2:31][N:32]3[CH2:33][CH2:34][N:35]([CH3:38])[CH2:36][CH2:37]3)=[CH:27][CH:26]=2)=[O:23])=[CH:4][C:5]=1[NH:8][C:9]1[N:10]=[CH:11][CH:12]=[C:13]([C:15]2[CH:20]=[CH:19][CH:18]=[N:17][CH:16]=2)[N:14]=1. The catalyst class is: 224. (5) Reactant: [Cl:1][C:2]1[N:12]=[CH:11][C:5]2[O:6][CH2:7][C:8](=O)[NH:9][C:4]=2[CH:3]=1.ClC1C=CC(OCC(OC)=O)=C[N+]=1[O-]. Product: [Cl:1][C:2]1[N:12]=[CH:11][C:5]2[O:6][CH2:7][CH2:8][NH:9][C:4]=2[CH:3]=1. The catalyst class is: 1. (6) Reactant: C([O:3][C:4]([C:6]1[CH:7]=[C:8]2[C:12](=[CH:13][C:14]=1[NH:15][C:16]([C:18]1[C:27](=[O:28])[C:26]3[C:21](=[CH:22][CH:23]=[CH:24][CH:25]=3)[NH:20][CH:19]=1)=[O:17])[NH:11][CH:10]=[CH:9]2)=[O:5])C.[OH-].[Na+]. Product: [O:28]=[C:27]1[C:26]2[C:21](=[CH:22][CH:23]=[CH:24][CH:25]=2)[NH:20][CH:19]=[C:18]1[C:16]([NH:15][C:14]1[CH:13]=[C:12]2[C:8]([CH:9]=[CH:10][NH:11]2)=[CH:7][C:6]=1[C:4]([OH:5])=[O:3])=[O:17]. The catalyst class is: 1. (7) Reactant: [CH3:1][O:2][C:3]1[CH:8]=[CH:7][C:6]([N:9]2[CH:18]([CH3:19])[C:17]3[C:12](=[N:13][C:14]([NH:20][C:21]4[CH:26]=[CH:25][CH:24]=[C:23]([CH2:27][CH2:28][N:29]5[CH2:34][CH2:33][N:32]([CH3:35])[CH2:31][CH2:30]5)[CH:22]=4)=[N:15][CH:16]=3)[N:11]([C:36]3[CH:37]=[C:38]([CH:41]=[CH:42][CH:43]=3)[C:39]#[N:40])[C:10]2=[O:44])=[CH:5][CH:4]=1.[OH-:45].[Na+].C(#N)C1C=CC=CC=1.OO. Product: [CH3:1][O:2][C:3]1[CH:4]=[CH:5][C:6]([N:9]2[CH:18]([CH3:19])[C:17]3[C:12](=[N:13][C:14]([NH:20][C:21]4[CH:26]=[CH:25][CH:24]=[C:23]([CH2:27][CH2:28][N:29]5[CH2:34][CH2:33][N:32]([CH3:35])[CH2:31][CH2:30]5)[CH:22]=4)=[N:15][CH:16]=3)[N:11]([C:36]3[CH:37]=[C:38]([CH:41]=[CH:42][CH:43]=3)[C:39]([NH2:40])=[O:45])[C:10]2=[O:44])=[CH:7][CH:8]=1. The catalyst class is: 16. (8) Reactant: [NH:1]1[C:9]2[C:4](=[CH:5][CH:6]=[CH:7][CH:8]=2)[CH:3]([C:10](OCC)=[O:11])[CH2:2]1.[H-].[Al+3].[Li+].[H-].[H-].[H-].O. Product: [NH:1]1[C:9]2[C:4](=[CH:5][CH:6]=[CH:7][CH:8]=2)[CH:3]([CH2:10][OH:11])[CH2:2]1. The catalyst class is: 1.